Dataset: Reaction yield outcomes from USPTO patents with 853,638 reactions. Task: Predict the reaction yield, written as a fraction of the theoretical maximum amount of product (1.0 means a 100% yield; for example, 0.34 means a 34% yield). (1) The reactants are [CH3:1][O:2][C:3](=[O:15])[C:4]1[CH:9]=[CH:8][C:7]([NH2:10])=[C:6]([CH:11]=[C:12](Br)Br)[CH:5]=1.[C:16]1(B(O)O)[CH:21]=[CH:20][CH:19]=[CH:18][CH:17]=1.[O-]P([O-])([O-])=O.[K+].[K+].[K+].O. The catalyst is C1(C)C=CC=CC=1.CC([O-])=O.CC([O-])=O.[Pd+2].COC1C=CC=C(OC)C=1C1C=CC=CC=1P(C1CCCCC1)C1CCCCC1. The product is [CH3:1][O:2][C:3]([C:4]1[CH:5]=[C:6]2[C:7](=[CH:8][CH:9]=1)[NH:10][C:12]([C:16]1[CH:21]=[CH:20][CH:19]=[CH:18][CH:17]=1)=[CH:11]2)=[O:15]. The yield is 0.870. (2) The reactants are I[C:2]1[CH:3]=[N:4][C:5]([NH2:8])=[N:6][CH:7]=1.Br[C:10]([F:17])([F:16])[C:11]([O:13][CH2:14][CH3:15])=[O:12].[Cl-].[NH4+]. The product is [NH2:8][C:5]1[N:4]=[CH:3][C:2]([C:10]([F:17])([F:16])[C:11]([O:13][CH2:14][CH3:15])=[O:12])=[CH:7][N:6]=1. The catalyst is CS(C)=O.[Cu]. The yield is 0.610. (3) The reactants are Br[C:2]1[CH:3]=[C:4]([CH2:8][C:9]([O:11][CH3:12])=[O:10])[CH:5]=[CH:6][CH:7]=1.[CH3:13][N:14]1[CH2:19][CH2:18][NH:17][CH2:16][CH2:15]1.[C:20](=O)([O-])[O-].[Cs+].[Cs+]. The catalyst is C1(C)C=CC=CC=1.C([O-])(=O)C.[Pd+2].C([O-])(=O)C.C1(P(C2C=CC=CC=2)C2C=CC3C(=CC=CC=3)C=2C2C3C(=CC=CC=3)C=CC=2P(C2C=CC=CC=2)C2C=CC=CC=2)C=CC=CC=1. The product is [CH3:13][N:14]1[CH2:19][CH2:18][N:17]([C:2]2[CH:3]=[C:4]([CH2:8][C:9]([O:11][CH2:12][CH3:20])=[O:10])[CH:5]=[CH:6][CH:7]=2)[CH2:16][CH2:15]1. The yield is 0.190. (4) The reactants are [N:1]12[CH2:8][CH2:7][C:4]([C:9]([C:18]3[CH:23]=[CH:22][C:21]([CH3:24])=[CH:20][CH:19]=3)([C:11]3[CH:16]=[CH:15][C:14]([CH3:17])=[CH:13][CH:12]=3)[OH:10])([CH2:5][CH2:6]1)[CH2:3][CH2:2]2.[C:25]1([CH2:31][O:32][CH2:33][CH2:34][Br:35])[CH:30]=[CH:29][CH:28]=[CH:27][CH:26]=1. The catalyst is CC#N. The product is [Br-:35].[OH:10][C:9]([C:11]1[CH:16]=[CH:15][C:14]([CH3:17])=[CH:13][CH:12]=1)([C:18]1[CH:23]=[CH:22][C:21]([CH3:24])=[CH:20][CH:19]=1)[C:4]12[CH2:5][CH2:6][N+:1]([CH2:34][CH2:33][O:32][CH2:31][C:25]3[CH:30]=[CH:29][CH:28]=[CH:27][CH:26]=3)([CH2:8][CH2:7]1)[CH2:2][CH2:3]2. The yield is 0.531. (5) The reactants are [CH3:1][O:2][C:3]1[C:8]([C:9]2[CH:14]=[CH:13][C:12]([O:15][C:16]3[CH:21]=[CH:20][N:19]=[C:18]([C:22]4[CH:23]=[N:24][N:25]([CH3:27])[CH:26]=4)[CH:17]=3)=[C:11]([CH3:28])[N:10]=2)=[CH:7][N:6]=[C:5](SC)[N:4]=1.C1C=C(Cl)C=C(C(OO)=O)C=1.[C:42]([NH2:46])([CH3:45])([CH3:44])[CH3:43]. The catalyst is C(Cl)Cl. The product is [C:42]([NH:46][C:5]1[N:4]=[C:3]([O:2][CH3:1])[C:8]([C:9]2[CH:14]=[CH:13][C:12]([O:15][C:16]3[CH:21]=[CH:20][N:19]=[C:18]([C:22]4[CH:23]=[N:24][N:25]([CH3:27])[CH:26]=4)[CH:17]=3)=[C:11]([CH3:28])[N:10]=2)=[CH:7][N:6]=1)([CH3:45])([CH3:44])[CH3:43]. The yield is 0.650. (6) The reactants are CS(O[CH2:6][CH2:7][O:8][C:9]1[C:17]2[C:12](=[N:13][CH:14]=[N:15][C:16]=2[NH:18][C:19]2[CH:24]=[CH:23][C:22]([O:25][CH2:26][C:27]3[CH:32]=[CH:31][CH:30]=[CH:29][N:28]=3)=[C:21]([O:33][CH3:34])[CH:20]=2)[NH:11][N:10]=1)(=O)=O.[NH:35]1[CH2:39][CH2:38][CH2:37][CH2:36]1. No catalyst specified. The product is [CH3:34][O:33][C:21]1[CH:20]=[C:19]([NH:18][C:16]2[N:15]=[CH:14][N:13]=[C:12]3[NH:11][N:10]=[C:9]([O:8][CH2:7][CH2:6][N:35]4[CH2:39][CH2:38][CH2:37][CH2:36]4)[C:17]=23)[CH:24]=[CH:23][C:22]=1[O:25][CH2:26][C:27]1[CH:32]=[CH:31][CH:30]=[CH:29][N:28]=1. The yield is 0.610. (7) The reactants are Cl[C:2]1[N:6]([C:7]2[N:12]=[C:11]([CH3:13])[N:10]=[C:9]([NH2:14])[N:8]=2)[C:5]2[CH:15]=[CH:16][CH:17]=[CH:18][C:4]=2[N:3]=1.[NH2:19][C:20]1[NH:24][N:23]=[CH:22][CH:21]=1. The catalyst is CC(O)CC. The product is [NH2:14][C:9]1[N:10]=[C:11]([CH3:13])[N:12]=[C:7]([N:6]2[C:5]3[CH:15]=[CH:16][CH:17]=[CH:18][C:4]=3[N:3]=[C:2]2[NH:19][C:20]2[NH:24][N:23]=[CH:22][CH:21]=2)[N:8]=1. The yield is 0.690.